From a dataset of Full USPTO retrosynthesis dataset with 1.9M reactions from patents (1976-2016). Predict the reactants needed to synthesize the given product. (1) Given the product [Cl:1][C:2]1[CH:3]=[C:4]([NH:9][C:10]([N:12]2[CH2:13][CH2:14][N:15]([CH:18]3[CH2:22][CH2:21][NH:20][CH2:19]3)[CH2:16][CH2:17]2)=[O:11])[CH:5]=[CH:6][C:7]=1[Cl:8], predict the reactants needed to synthesize it. The reactants are: [Cl:1][C:2]1[CH:3]=[C:4]([NH:9][C:10]([N:12]2[CH2:17][CH2:16][N:15]([CH:18]3[CH2:22][CH2:21][N:20](C(OC(C)(C)C)=O)[CH2:19]3)[CH2:14][CH2:13]2)=[O:11])[CH:5]=[CH:6][C:7]=1[Cl:8].FC(F)(F)C(O)=O. (2) Given the product [CH3:7][N:8]1[C:16]2[C:11](=[CH:12][CH:13]=[CH:14][C:15]=2[CH3:17])[C:10]([CH3:19])([CH3:18])[CH2:9]1, predict the reactants needed to synthesize it. The reactants are: [H-].[Al+3].[Li+].[H-].[H-].[H-].[CH3:7][N:8]1[C:16]2[C:11](=[CH:12][CH:13]=[CH:14][C:15]=2[CH3:17])[C:10]([CH3:19])([CH3:18])[C:9]1=O.S([O-])([O-])(=O)=O.[Na+].[Na+]. (3) Given the product [CH:1]1([C@@H:7]([CH3:12])[CH2:8][C:9]([Cl:16])=[O:10])[CH2:6][CH2:5][CH2:4][CH2:3][CH2:2]1, predict the reactants needed to synthesize it. The reactants are: [C:1]1([C@@H:7]([CH3:12])[CH2:8][C:9](O)=[O:10])[CH:6]=[CH:5][CH:4]=[CH:3][CH:2]=1.C(Cl)(=O)C([Cl:16])=O.CN(C=O)C. (4) Given the product [F:33][C:9]([F:34])([F:8])[C:10]1[CH:32]=[CH:31][CH:30]=[CH:29][C:11]=1[O:12][CH:13]1[CH2:14][CH2:15][N:16]([C:19]2[S:20][CH:21]=[C:22]([CH:24]=[CH:25][C:26]([N:42]=[N+:43]=[N-:44])=[O:28])[N:23]=2)[CH2:17][CH2:18]1, predict the reactants needed to synthesize it. The reactants are: ClNC(=O)OCC.[F:8][C:9]([F:34])([F:33])[C:10]1[CH:32]=[CH:31][CH:30]=[CH:29][C:11]=1[O:12][CH:13]1[CH2:18][CH2:17][N:16]([C:19]2[S:20][CH:21]=[C:22]([CH:24]=[CH:25][C:26]([OH:28])=O)[N:23]=2)[CH2:15][CH2:14]1.CCN(CC)CC.[N-:42]=[N+:43]=[N-:44].[Na+].